This data is from Full USPTO retrosynthesis dataset with 1.9M reactions from patents (1976-2016). The task is: Predict the reactants needed to synthesize the given product. (1) Given the product [OH:52][C:18]([C:41]([F:44])([F:43])[F:42])=[O:21].[CH3:78][O:77][C:62]1[CH:63]=[C:64]([CH:67]2[CH2:68][CH2:69][N:70]([CH2:73][C:74]([NH2:76])=[O:75])[CH2:71][CH2:72]2)[CH:65]=[CH:66][C:61]=1[NH:60][C:18]1[N:17]=[CH:16][C:15]2=[CH:14][CH:13]=[C:12]([C:7]3[CH:8]=[CH:9][CH:10]=[CH:11][C:6]=3[O:5][CH2:4][CH2:3][O:2][CH3:1])[N:20]2[N:19]=1, predict the reactants needed to synthesize it. The reactants are: [CH3:1][O:2][CH2:3][CH2:4][O:5][C:6]1[CH:11]=[CH:10][CH:9]=[CH:8][C:7]=1[C:12]1[N:20]2[C:15]([CH:16]=[N:17][C:18]([OH:21])=[N:19]2)=[CH:14][CH:13]=1.C(N(CC)C(C)C)(C)C.C1C=CC(N(S([C:41]([F:44])([F:43])[F:42])(=O)=O)S([C:41]([F:44])([F:43])[F:42])(=O)=O)=CC=1.[O-:52]S(C(F)(F)F)(=O)=O.[NH2:60][C:61]1[CH:66]=[CH:65][C:64]([CH:67]2[CH2:72][CH2:71][N:70]([CH2:73][C:74]([NH2:76])=[O:75])[CH2:69][CH2:68]2)=[CH:63][C:62]=1[O:77][CH3:78]. (2) The reactants are: [CH3:1][N:2]1[NH:6][CH:5]=[CH:4]O1.[Li]CCCC.[Mg+2].[Br-].[Br-].CC[O:17]CC.[O:20]([CH2:27][CH2:28][CH2:29][CH2:30][CH2:31][CH2:32][CH:33]=[O:34])[C:21]1[CH:26]=[CH:25][CH:24]=[CH:23][CH:22]=1. Given the product [O:20]([CH2:27][CH2:28][CH2:29][CH2:30][CH2:31][CH2:32][CH:33]([C:1]1[O:17][C:5]([CH3:4])=[N:6][N:2]=1)[OH:34])[C:21]1[CH:26]=[CH:25][CH:24]=[CH:23][CH:22]=1, predict the reactants needed to synthesize it. (3) Given the product [CH2:27]([O:34][N:35]1[C:41](=[O:42])[N:40]2[CH2:43][C@H:36]1[CH2:37][CH2:38][C@H:39]2[C:44]1[O:45][C:48]([CH2:49][N:50]([C:62]([O:64][C:65]([CH3:67])([CH3:66])[CH3:68])=[O:63])[CH:51]2[CH2:52][N:53]([C:55]([O:57][C:58]([CH3:60])([CH3:61])[CH3:59])=[O:56])[CH2:54]2)=[N:47][N:46]=1)[C:21]1[CH:22]=[CH:23][CH:24]=[CH:25][CH:26]=1, predict the reactants needed to synthesize it. The reactants are: CCN(CC)CC.[CH:21]1[CH:26]=[CH:25][C:24](P([C:21]2[CH:26]=[CH:25][CH:24]=[CH:23][CH:22]=2)[C:21]2[CH:26]=[CH:25][CH:24]=[CH:23][CH:22]=2)=[CH:23][CH:22]=1.[CH2:27]([O:34][N:35]1[C:41](=[O:42])[N:40]2[CH2:43][C@H:36]1[CH2:37][CH2:38][C@H:39]2[C:44]([NH:46][NH:47][C:48](=O)[CH2:49][N:50]([C:62]([O:64][C:65]([CH3:68])([CH3:67])[CH3:66])=[O:63])[CH:51]1[CH2:54][N:53]([C:55]([O:57][C:58]([CH3:61])([CH3:60])[CH3:59])=[O:56])[CH2:52]1)=[O:45])C1C=CC=CC=1. (4) Given the product [CH2:16]([O:15][C:9]1[CH:10]=[C:11]([O:4][CH2:1][C:8]2[CH:14]=[CH:13][CH:11]=[CH:10][CH:9]=2)[CH:13]=[CH:14][C:8]=1[Br:7])[C:17]1[CH:22]=[CH:21][CH:20]=[CH:19][CH:18]=1, predict the reactants needed to synthesize it. The reactants are: [C:1](=[O:4])([O-])[O-].[K+].[K+].[Br:7][C:8]1[CH:14]=[CH:13][C:11](O)=[CH:10][C:9]=1[OH:15].[CH2:16](Br)[C:17]1[CH:22]=[CH:21][CH:20]=[CH:19][CH:18]=1.